This data is from Peptide-MHC class II binding affinity with 134,281 pairs from IEDB. The task is: Regression. Given a peptide amino acid sequence and an MHC pseudo amino acid sequence, predict their binding affinity value. This is MHC class II binding data. (1) The peptide sequence is IHKASTVLAFPAGVC. The MHC is DRB1_0401 with pseudo-sequence DRB1_0401. The binding affinity (normalized) is 0.335. (2) The peptide sequence is SIINHKFCNLSDAHK. The MHC is DRB5_0101 with pseudo-sequence DRB5_0101. The binding affinity (normalized) is 0.706.